Dataset: Full USPTO retrosynthesis dataset with 1.9M reactions from patents (1976-2016). Task: Predict the reactants needed to synthesize the given product. Given the product [C:1]([O:5][C:6]([NH:8][C@@H:9]([CH2:15][CH3:16])[CH:10]([C:11]1[O:13][N:40]=[C:33]([C:34]2[CH:39]=[CH:38][CH:37]=[CH:36][CH:35]=2)[N:32]=1)[OH:14])=[O:7])([CH3:2])([CH3:3])[CH3:4], predict the reactants needed to synthesize it. The reactants are: [C:1]([O:5][C:6]([NH:8][CH:9]([CH2:15][CH3:16])[CH:10]([OH:14])[C:11]([OH:13])=O)=[O:7])([CH3:4])([CH3:3])[CH3:2].C(Cl)CCl.C1C=CC2N(O)N=NC=2C=1.O[NH:32][C:33](=[NH:40])[C:34]1[CH:39]=[CH:38][CH:37]=[CH:36][CH:35]=1.CN1CCOCC1.